This data is from Reaction yield outcomes from USPTO patents with 853,638 reactions. The task is: Predict the reaction yield, written as a fraction of the theoretical maximum amount of product (1.0 means a 100% yield; for example, 0.34 means a 34% yield). (1) The reactants are [F:1][C:2]1[CH:7]=[CH:6][C:5]([CH2:8][CH2:9][CH2:10][C:11]2[S:12][C:13]3[N:14]=[C:15]([NH2:26])[N:16]=[C:17]([N:20]4[CH2:25][CH2:24][NH:23][CH2:22][CH2:21]4)[C:18]=3[N:19]=2)=[CH:4][CH:3]=1.[Cl:27][C:28]1[CH:38]=[CH:37][C:31]([O:32][CH2:33][C:34](O)=[O:35])=[CH:30][CH:29]=1. No catalyst specified. The product is [NH2:26][C:15]1[N:16]=[C:17]([N:20]2[CH2:21][CH2:22][N:23]([C:34](=[O:35])[CH2:33][O:32][C:31]3[CH:37]=[CH:38][C:28]([Cl:27])=[CH:29][CH:30]=3)[CH2:24][CH2:25]2)[C:18]2[N:19]=[C:11]([CH2:10][CH2:9][CH2:8][C:5]3[CH:6]=[CH:7][C:2]([F:1])=[CH:3][CH:4]=3)[S:12][C:13]=2[N:14]=1. The yield is 0.330. (2) The reactants are COC1C=CC(C[N:8](CC2C=CC(OC)=CC=2)[C:9]2[N:14]=[C:13]([CH3:15])[N:12]=[C:11]([C:16]3[CH:17]=[CH:18][C:19]([C:32]4[CH:37]=[CH:36][N:35]=[CH:34][CH:33]=4)=[N:20][C:21]=3[NH:22][C:23]3[CH:24]=[N:25][C:26]([O:30][CH3:31])=[C:27]([F:29])[CH:28]=3)[N:10]=2)=CC=1. The catalyst is C(O)(C(F)(F)F)=O. The product is [NH2:8][C:9]1[N:14]=[C:13]([CH3:15])[N:12]=[C:11]([C:16]2[CH:17]=[CH:18][C:19]([C:32]3[CH:33]=[CH:34][N:35]=[CH:36][CH:37]=3)=[N:20][C:21]=2[NH:22][C:23]2[CH:24]=[N:25][C:26]([O:30][CH3:31])=[C:27]([F:29])[CH:28]=2)[N:10]=1. The yield is 0.648. (3) The reactants are [N+:1]([C:4]1[CH:12]=[C:11]2[C:7]([CH:8]=[N:9][NH:10]2)=[CH:6][CH:5]=1)([O-:3])=[O:2].C(=O)([O-])[O-].[K+].[K+].[O:19]=[C:20]1[N:24]([CH2:25][CH2:26]OS(C)(=O)=O)[CH2:23][CH2:22][O:21]1. The catalyst is CN(C=O)C. The product is [N+:1]([C:4]1[CH:12]=[C:11]2[C:7]([CH:8]=[N:9][N:10]2[CH2:26][CH2:25][N:24]2[CH2:23][CH2:22][O:21][C:20]2=[O:19])=[CH:6][CH:5]=1)([O-:3])=[O:2]. The yield is 0.390. (4) The reactants are [NH2:1][C:2]1[N:6]([C:7]2[CH:12]=[CH:11][CH:10]=[CH:9][CH:8]=2)[N:5]=[CH:4][C:3]=1[C:13]([NH2:15])=[O:14].C1(NN)C=CC=CC=1.[C:24]([O:28][C:29]([NH:31][CH2:32][C:33](OCC)=O)=[O:30])([CH3:27])([CH3:26])[CH3:25].[H-].[Na+]. The catalyst is O1CCOCC1. The product is [O:14]=[C:13]1[NH:15][C:33]([CH2:32][NH:31][C:29](=[O:30])[O:28][C:24]([CH3:27])([CH3:26])[CH3:25])=[N:1][C:2]2[N:6]([C:7]3[CH:12]=[CH:11][CH:10]=[CH:9][CH:8]=3)[N:5]=[CH:4][C:3]1=2. The yield is 1.00. (5) The reactants are [F:1][C:2]1[CH:52]=[N:51][C:5]2[N:6]([C:37]3[CH:38]=[C:39]([C:43]4[CH:48]=[CH:47][C:46](C=O)=[CH:45][CH:44]=4)[CH:40]=[CH:41][CH:42]=3)[C:7](=[O:36])[N:8]([C@@H:11]3[CH2:16][CH2:15][C@H:14]([N:17]([CH2:25][C:26]4[N:27]=[C:28]5[CH:33]=[CH:32][C:31]([F:34])=[CH:30][N:29]5[CH:35]=4)C(=O)OC(C)(C)C)[CH2:13][CH2:12]3)[C:9](=[O:10])[C:4]=2[CH:3]=1.[N:53]1([C:59](OC(C)(C)C)=O)[CH2:58][CH2:57][NH:56][CH2:55][CH2:54]1.C(O[BH-](OC(=O)C)OC(=O)C)(=O)C.[Na+].CO. The catalyst is C(Cl)Cl. The product is [F:1][C:2]1[CH:52]=[N:51][C:5]2[N:6]([C:37]3[CH:38]=[C:39]([C:43]4[CH:48]=[CH:47][C:46]([CH2:59][N:53]5[CH2:54][CH2:55][NH:56][CH2:57][CH2:58]5)=[CH:45][CH:44]=4)[CH:40]=[CH:41][CH:42]=3)[C:7](=[O:36])[N:8]([C@H:11]3[CH2:12][CH2:13][C@@H:14]([NH:17][CH2:25][C:26]4[N:27]=[C:28]5[CH:33]=[CH:32][C:31]([F:34])=[CH:30][N:29]5[CH:35]=4)[CH2:15][CH2:16]3)[C:9](=[O:10])[C:4]=2[CH:3]=1. The yield is 0.490. (6) The reactants are [C:1]([O:5][C:6]([N:8]1[CH2:12][CH2:11][CH2:10][CH:9]1[C:13]1[NH:14][C:15]([Br:19])=[C:16](Br)[N:17]=1)=[O:7])([CH3:4])([CH3:3])[CH3:2].C([Li])CCC.CCCCCC. The catalyst is O1CCCC1. The product is [C:1]([O:5][C:6]([N:8]1[CH2:12][CH2:11][CH2:10][CH:9]1[C:13]1[NH:17][CH:16]=[C:15]([Br:19])[N:14]=1)=[O:7])([CH3:4])([CH3:2])[CH3:3]. The yield is 0.520. (7) The reactants are [CH3:1][O:2][C:3]1[CH:12]=[CH:11][C:10]2[C:5](=[CH:6][N+:7]3[CH2:20][CH2:19][C:18]4[C:13](=[CH:14][C:15]5[O:23][CH2:22][O:21][C:16]=5[CH:17]=4)[C:8]=3[CH:9]=2)[C:4]=1[O:24][CH3:25].[Cl-].O.[OH-].[Na+].[CH3:30][C:31]([CH3:33])=[O:32]. The product is [CH3:25][O:24][C:4]1[C:5]2[CH:6]([CH2:30][C:31](=[O:32])[CH3:33])[N:7]3[CH2:20][CH2:19][C:18]4[C:13]([C:8]3=[CH:9][C:10]=2[CH:11]=[CH:12][C:3]=1[O:2][CH3:1])=[CH:14][C:15]1[O:23][CH2:22][O:21][C:16]=1[CH:17]=4. The yield is 0.800. No catalyst specified. (8) The reactants are [Li][CH2:2][CH2:3][CH2:4][CH3:5].CC1[O:8][CH:9]=[CH:10][CH:11]=1.C1[O:14]C1. The catalyst is C1COCC1. The product is [CH3:5][C:4]1[O:8][C:9]([CH2:10][CH2:11][OH:14])=[CH:2][CH:3]=1. The yield is 0.720. (9) The reactants are [C:1]([O:11][C:12]([C:15]([CH2:18][CH2:19]I)([F:17])[F:16])([F:14])[F:13])([C:4]([C:7]([F:10])([F:9])[F:8])([F:6])[F:5])([F:3])[F:2].CNC=[O:24].O. The catalyst is CCOCC. The product is [C:1]([O:11][C:12]([C:15]([CH2:18][CH2:19][OH:24])([F:17])[F:16])([F:14])[F:13])([C:4]([C:7]([F:10])([F:9])[F:8])([F:6])[F:5])([F:3])[F:2]. The yield is 0.850. (10) The reactants are Cl[C:2]1[N:11]=[CH:10][C:9]2[N:8]([CH3:12])[C:7](=[O:13])[C@@H:6]([CH2:14][CH3:15])[N:5]([CH:16]3[CH2:20][CH2:19][CH2:18][CH2:17]3)[C:4]=2[N:3]=1.[NH2:21][C:22]1[CH:32]=[CH:31][C:25]([C:26]([O:28][CH2:29][CH3:30])=[O:27])=[CH:24][C:23]=1[O:33][CH3:34].CC(C1C=C(C(C)C)C(C2C=CC=CC=2P(C2CCCCC2)C2CCCCC2)=C(C(C)C)C=1)C.C(=O)([O-])[O-].[K+].[K+]. The catalyst is CC(O)(C)C.C1C=CC(/C=C/C(/C=C/C2C=CC=CC=2)=O)=CC=1.C1C=CC(/C=C/C(/C=C/C2C=CC=CC=2)=O)=CC=1.C1C=CC(/C=C/C(/C=C/C2C=CC=CC=2)=O)=CC=1.[Pd].[Pd]. The product is [CH:16]1([N:5]2[C:4]3[N:3]=[C:2]([NH:21][C:22]4[CH:32]=[CH:31][C:25]([C:26]([O:28][CH2:29][CH3:30])=[O:27])=[CH:24][C:23]=4[O:33][CH3:34])[N:11]=[CH:10][C:9]=3[N:8]([CH3:12])[C:7](=[O:13])[C@H:6]2[CH2:14][CH3:15])[CH2:20][CH2:19][CH2:18][CH2:17]1. The yield is 0.770.